Task: Predict the reactants needed to synthesize the given product.. Dataset: Full USPTO retrosynthesis dataset with 1.9M reactions from patents (1976-2016) (1) The reactants are: [C:1]([C:3]1[N:8]=[N:7][C:6]([N:9]2[CH2:14][CH2:13][N:12]([C:15]3[CH:20]=[CH:19][C:18]([N:21]4[CH2:25][C@H:24]([CH2:26][OH:27])[O:23][C:22]4=[O:28])=[CH:17][C:16]=3[F:29])[CH2:11][CH2:10]2)=[CH:5][CH:4]=1)#[N:2].O[C:31]1[CH:35]=[CH:34][O:33][N:32]=1.C1(P(C2C=CC=CC=2)C2C=CC=CC=2)C=CC=CC=1.CC(OC(/N=N/C(OC(C)C)=O)=O)C. Given the product [C:1]([C:3]1[N:8]=[N:7][C:6]([N:9]2[CH2:10][CH2:11][N:12]([C:15]3[CH:20]=[CH:19][C:18]([N:21]4[CH2:25][C@H:24]([CH2:26][O:27][C:31]5[CH:35]=[CH:34][O:33][N:32]=5)[O:23][C:22]4=[O:28])=[CH:17][C:16]=3[F:29])[CH2:13][CH2:14]2)=[CH:5][CH:4]=1)#[N:2], predict the reactants needed to synthesize it. (2) The reactants are: C([O:8][C:9]1[N:14]=[C:13]([C:15]2[S:16][C:17]3[CH:25]=[CH:24][CH:23]=[CH:22][C:18]=3[C:19](=[O:21])[N:20]=2)[CH:12]=[CH:11][CH:10]=1)C1C=CC=CC=1. Given the product [O:8]=[C:9]1[NH:14][C:13]([C:15]2[S:16][C:17]3[CH:25]=[CH:24][CH:23]=[CH:22][C:18]=3[C:19](=[O:21])[N:20]=2)=[CH:12][CH:11]=[CH:10]1, predict the reactants needed to synthesize it. (3) Given the product [CH3:22][Si:21]([CH3:24])([CH3:23])[O:20][C:18]([CH2:17][CH2:16][S:15][C:9]1[CH:14]=[CH:13][CH:12]=[CH:11][CH:10]=1)=[CH2:19], predict the reactants needed to synthesize it. The reactants are: [Li+].CC([N-]C(C)C)C.[C:9]1([S:15][CH2:16][CH2:17][C:18](=[O:20])[CH3:19])[CH:14]=[CH:13][CH:12]=[CH:11][CH:10]=1.[Si:21](Cl)([CH3:24])([CH3:23])[CH3:22]. (4) Given the product [ClH:1].[CH3:2][O:3][C:4]1[CH:5]=[C:6]2[C:11](=[CH:12][CH:13]=1)[CH2:10][N:9]([C:20]1[CH:25]=[CH:24][CH:23]=[CH:22][CH:21]=1)[CH2:8][CH:7]2[CH2:14][CH2:15][NH:16][C:17](=[O:19])[CH3:18], predict the reactants needed to synthesize it. The reactants are: [ClH:1].[CH3:2][O:3][C:4]1[CH:5]=[C:6]2[C:11](=[CH:12][CH:13]=1)[CH2:10][NH:9][CH2:8][CH:7]2[CH2:14][CH2:15][NH:16][C:17](=[O:19])[CH3:18].[C:20]1([Bi]([C:20]2[CH:25]=[CH:24][CH:23]=[CH:22][CH:21]=2)[C:20]2[CH:25]=[CH:24][CH:23]=[CH:22][CH:21]=2)[CH:25]=[CH:24][CH:23]=[CH:22][CH:21]=1.